Regression. Given two drug SMILES strings and cell line genomic features, predict the synergy score measuring deviation from expected non-interaction effect. From a dataset of NCI-60 drug combinations with 297,098 pairs across 59 cell lines. (1) Drug 1: CC1=C(C=C(C=C1)C(=O)NC2=CC(=CC(=C2)C(F)(F)F)N3C=C(N=C3)C)NC4=NC=CC(=N4)C5=CN=CC=C5. Drug 2: C1=CC=C(C=C1)NC(=O)CCCCCCC(=O)NO. Cell line: DU-145. Synergy scores: CSS=10.9, Synergy_ZIP=-1.92, Synergy_Bliss=2.29, Synergy_Loewe=-18.4, Synergy_HSA=-3.23. (2) Drug 1: CC1C(C(=O)NC(C(=O)N2CCCC2C(=O)N(CC(=O)N(C(C(=O)O1)C(C)C)C)C)C(C)C)NC(=O)C3=C4C(=C(C=C3)C)OC5=C(C(=O)C(=C(C5=N4)C(=O)NC6C(OC(=O)C(N(C(=O)CN(C(=O)C7CCCN7C(=O)C(NC6=O)C(C)C)C)C)C(C)C)C)N)C. Drug 2: C1CC(=O)NC(=O)C1N2C(=O)C3=CC=CC=C3C2=O. Cell line: SK-MEL-28. Synergy scores: CSS=4.63, Synergy_ZIP=5.37, Synergy_Bliss=0.182, Synergy_Loewe=-16.6, Synergy_HSA=0.0642. (3) Drug 1: COC1=C(C=C2C(=C1)N=CN=C2NC3=CC(=C(C=C3)F)Cl)OCCCN4CCOCC4. Drug 2: CCC1=CC2CC(C3=C(CN(C2)C1)C4=CC=CC=C4N3)(C5=C(C=C6C(=C5)C78CCN9C7C(C=CC9)(C(C(C8N6C)(C(=O)OC)O)OC(=O)C)CC)OC)C(=O)OC.C(C(C(=O)O)O)(C(=O)O)O. Cell line: NCI-H226. Synergy scores: CSS=59.1, Synergy_ZIP=2.54, Synergy_Bliss=5.83, Synergy_Loewe=7.62, Synergy_HSA=7.97. (4) Drug 1: CCC1(CC2CC(C3=C(CCN(C2)C1)C4=CC=CC=C4N3)(C5=C(C=C6C(=C5)C78CCN9C7C(C=CC9)(C(C(C8N6C)(C(=O)OC)O)OC(=O)C)CC)OC)C(=O)OC)O.OS(=O)(=O)O. Drug 2: C1CCC(C(C1)N)N.C(=O)(C(=O)[O-])[O-].[Pt+4]. Cell line: IGROV1. Synergy scores: CSS=5.02, Synergy_ZIP=-3.01, Synergy_Bliss=0.500, Synergy_Loewe=-2.41, Synergy_HSA=-2.19. (5) Synergy scores: CSS=-7.52, Synergy_ZIP=-1.75, Synergy_Bliss=-6.88, Synergy_Loewe=-9.88, Synergy_HSA=-9.21. Drug 1: CC1=CC2C(CCC3(C2CCC3(C(=O)C)OC(=O)C)C)C4(C1=CC(=O)CC4)C. Cell line: BT-549. Drug 2: CC12CCC3C(C1CCC2OP(=O)(O)O)CCC4=C3C=CC(=C4)OC(=O)N(CCCl)CCCl.[Na+]. (6) Drug 1: CN(CCCl)CCCl.Cl. Drug 2: C1C(C(OC1N2C=NC(=NC2=O)N)CO)O. Cell line: U251. Synergy scores: CSS=17.2, Synergy_ZIP=-6.60, Synergy_Bliss=-5.04, Synergy_Loewe=-2.63, Synergy_HSA=-3.80. (7) Drug 1: CCC1(CC2CC(C3=C(CCN(C2)C1)C4=CC=CC=C4N3)(C5=C(C=C6C(=C5)C78CCN9C7C(C=CC9)(C(C(C8N6C=O)(C(=O)OC)O)OC(=O)C)CC)OC)C(=O)OC)O.OS(=O)(=O)O. Drug 2: C1CC(=O)NC(=O)C1N2C(=O)C3=CC=CC=C3C2=O. Cell line: HOP-62. Synergy scores: CSS=18.1, Synergy_ZIP=2.19, Synergy_Bliss=6.08, Synergy_Loewe=-70.0, Synergy_HSA=3.98.